From a dataset of Catalyst prediction with 721,799 reactions and 888 catalyst types from USPTO. Predict which catalyst facilitates the given reaction. (1) Reactant: [CH3:1][O:2][C:3](=[O:26])[C:4](O)([C:21]([F:24])([F:23])[F:22])[C:5]1[C:9](=[O:10])[N:8]([C:11]2[CH:16]=[CH:15][C:14]([CH:17]([CH3:19])[CH3:18])=[CH:13][CH:12]=2)[NH:7][C:6]=1[CH3:20].S(Cl)(Cl)=O. Product: [CH3:1][O:2][C:3](=[O:26])[C:4](=[C:5]1[C:9](=[O:10])[N:8]([C:11]2[CH:12]=[CH:13][C:14]([CH:17]([CH3:18])[CH3:19])=[CH:15][CH:16]=2)[N:7]=[C:6]1[CH3:20])[C:21]([F:23])([F:24])[F:22]. The catalyst class is: 11. (2) Reactant: [C:1]([C:4]1[CH:9]=[CH:8][C:7]([C:10]([F:13])([F:12])[F:11])=[CH:6][C:5]=1[NH:14][S:15]([C:18]([F:21])([F:20])[F:19])(=[O:17])=[O:16])(=O)[CH3:2].Cl.[F:23][C:24]1[CH:29]=[CH:28][C:27]([O:30][NH2:31])=[CH:26][CH:25]=1.CC([O-])=O.[Na+]. The catalyst class is: 14. Product: [F:23][C:24]1[CH:29]=[CH:28][C:27]([O:30][N:31]=[C:1]([C:4]2[CH:9]=[CH:8][C:7]([C:10]([F:11])([F:13])[F:12])=[CH:6][C:5]=2[NH:14][S:15]([C:18]([F:21])([F:19])[F:20])(=[O:17])=[O:16])[CH3:2])=[CH:26][CH:25]=1. (3) Reactant: [O:1]([CH2:8][CH2:9][O:10][C:11]1[C:12]([C:27]([O:29][CH3:30])=[O:28])=[N:13][C:14]([C:17]2[CH:26]=[C:25]3[C:20]([CH2:21][CH2:22][CH2:23][NH:24]3)=[CH:19][CH:18]=2)=[CH:15][CH:16]=1)[C:2]1[CH:7]=[CH:6][CH:5]=[CH:4][CH:3]=1.[S:31]1[C:35]2[CH:36]=[CH:37][CH:38]=[CH:39][C:34]=2[N:33]=[C:32]1[NH:40][C:41](=O)[O:42]C1C=CC([N+]([O-])=O)=CC=1. Product: [S:31]1[C:35]2[CH:36]=[CH:37][CH:38]=[CH:39][C:34]=2[N:33]=[C:32]1[NH:40][C:41]([N:24]1[C:25]2[C:20](=[CH:19][CH:18]=[C:17]([C:14]3[N:13]=[C:12]([C:27]([O:29][CH3:30])=[O:28])[C:11]([O:10][CH2:9][CH2:8][O:1][C:2]4[CH:7]=[CH:6][CH:5]=[CH:4][CH:3]=4)=[CH:16][CH:15]=3)[CH:26]=2)[CH2:21][CH2:22][CH2:23]1)=[O:42]. The catalyst class is: 10. (4) Reactant: [CH3:1][O:2][C:3]1[N:7]([CH3:8])[NH:6][C:5](=[O:9])[C:4]=1[CH2:10][NH:11]C(=O)OC(C)(C)C.[ClH:19]. Product: [ClH:19].[NH2:11][CH2:10][C:4]1[C:5](=[O:9])[NH:6][N:7]([CH3:8])[C:3]=1[O:2][CH3:1]. The catalyst class is: 12. (5) Reactant: [CH:1]1([NH:4][C:5]([NH:7][C:8]2[CH:13]=[CH:12][C:11]([O:14][C:15]3[CH:20]=[CH:19][N:18]=[C:17]4[CH:21]=[C:22]([C:24]5[CH:29]=[CH:28][C:27]([CH:30]=O)=[CH:26][N:25]=5)[S:23][C:16]=34)=[C:10]([F:32])[CH:9]=2)=[O:6])[CH2:3][CH2:2]1.[CH3:33][O:34][CH2:35][C@@H:36]([NH2:38])[CH3:37].C(O)(=O)C.[BH-](OC(C)=O)(OC(C)=O)OC(C)=O.[Na+]. The catalyst class is: 2. Product: [CH:1]1([NH:4][C:5]([NH:7][C:8]2[CH:13]=[CH:12][C:11]([O:14][C:15]3[CH:20]=[CH:19][N:18]=[C:17]4[CH:21]=[C:22]([C:24]5[CH:29]=[CH:28][C:27]([CH2:30][NH:38][C@@H:36]([CH3:37])[CH2:35][O:34][CH3:33])=[CH:26][N:25]=5)[S:23][C:16]=34)=[C:10]([F:32])[CH:9]=2)=[O:6])[CH2:3][CH2:2]1.